Task: Predict the reaction yield, written as a fraction of the theoretical maximum amount of product (1.0 means a 100% yield; for example, 0.34 means a 34% yield).. Dataset: Reaction yield outcomes from USPTO patents with 853,638 reactions (1) The reactants are FC(F)(F)C1C=C(NC(=O)NC2C=CC(C3SC(CCC(OC)=O)=NC=3)=CC=2)C=CC=1.[CH3:32][C:33]1[O:37][C:36]([CH2:38][CH:39]2[CH2:44][CH2:43][CH:42]([C:45]3[S:46][C:47]([C:50]4[CH:56]=[CH:55][C:53]([NH2:54])=[CH:52][CH:51]=4)=[CH:48][N:49]=3)[CH2:41][CH2:40]2)=[N:35][N:34]=1.[F:57][C:58]1[CH:63]=[C:62]([F:64])[CH:61]=[C:60]([F:65])[C:59]=1[N:66]=[C:67]=[O:68]. The yield is 0.940. The product is [CH3:32][C:33]1[O:37][C:36]([CH2:38][CH:39]2[CH2:44][CH2:43][CH:42]([C:45]3[S:46][C:47]([C:50]4[CH:51]=[CH:52][C:53]([NH:54][C:67]([NH:66][C:59]5[C:60]([F:65])=[CH:61][C:62]([F:64])=[CH:63][C:58]=5[F:57])=[O:68])=[CH:55][CH:56]=4)=[CH:48][N:49]=3)[CH2:41][CH2:40]2)=[N:35][N:34]=1. No catalyst specified. (2) The reactants are [Cl:1][C:2]1[CH:7]=[C:6]([CH:8]2[CH2:13][CH2:12][N:11](C(OC(C)(C)C)=O)[CH2:10][CH2:9]2)[N:5]=[C:4]2[N:21]=[C:22]([C:24]3[CH:29]=[CH:28][C:27]([CH2:30][O:31][C:32]4[CH:37]=[CH:36][CH:35]=[CH:34][CH:33]=4)=[CH:26][CH:25]=3)[NH:23][C:3]=12.FC(F)(F)C(O)=O. The catalyst is C(Cl)Cl. The product is [Cl:1][C:2]1[CH:7]=[C:6]([CH:8]2[CH2:9][CH2:10][NH:11][CH2:12][CH2:13]2)[N:5]=[C:4]2[N:21]=[C:22]([C:24]3[CH:29]=[CH:28][C:27]([CH2:30][O:31][C:32]4[CH:37]=[CH:36][CH:35]=[CH:34][CH:33]=4)=[CH:26][CH:25]=3)[NH:23][C:3]=12. The yield is 0.930. (3) The reactants are Br[C:2]1[CH:7]=[CH:6][C:5]([C:8]2[CH:13]=[CH:12][CH:11]=[CH:10][CH:9]=2)=[CH:4][CH:3]=1.[Li]CCCC.C1([C:25](=[O:34])[CH2:26][C:27]2[CH:28]=[C:29](C)[CH:30]=[CH:31][CH:32]=2)C=CC=CC=1. The catalyst is C1COCC1. The product is [C:5]1([C:8]2[CH:13]=[CH:12][CH:11]=[CH:10][CH:9]=2)[CH:6]=[CH:7][C:2]([C:25](=[O:34])[CH2:26][C:27]2[CH:28]=[CH:29][CH:30]=[CH:31][CH:32]=2)=[CH:3][CH:4]=1. The yield is 0.240. (4) The reactants are I[CH2:2][CH3:3].[OH:4][C:5]1[CH:14]=[C:13]2[C:8]([C:9]([C:26]([O:28][CH3:29])=[O:27])=[C:10]([CH3:25])[C:11]([C:15]3[CH:20]=[CH:19][CH:18]=[C:17]([C:21]([F:24])([F:23])[F:22])[CH:16]=3)=[N:12]2)=[CH:7][C:6]=1[S:30]([CH:33]([CH3:35])[CH3:34])(=[O:32])=[O:31].C(=O)([O-])[O-].[Cs+].[Cs+]. The catalyst is CS(C)=O.O. The product is [CH2:2]([O:4][C:5]1[CH:14]=[C:13]2[C:8]([C:9]([C:26]([O:28][CH3:29])=[O:27])=[C:10]([CH3:25])[C:11]([C:15]3[CH:20]=[CH:19][CH:18]=[C:17]([C:21]([F:23])([F:24])[F:22])[CH:16]=3)=[N:12]2)=[CH:7][C:6]=1[S:30]([CH:33]([CH3:35])[CH3:34])(=[O:32])=[O:31])[CH3:3]. The yield is 0.830. (5) The reactants are [Cl:1][C:2]1[CH:7]=[C:6](Cl)[CH:5]=[CH:4][N:3]=1.[C:9]([O:13][C:14]([N:16]1[CH2:21][CH2:20][NH:19][CH2:18][CH2:17]1)=[O:15])([CH3:12])([CH3:11])[CH3:10].CCN(C(C)C)C(C)C. The catalyst is CN(C=O)C.O. The yield is 0.510. The product is [C:9]([O:13][C:14]([N:16]1[CH2:21][CH2:20][N:19]([C:6]2[CH:5]=[CH:4][N:3]=[C:2]([Cl:1])[CH:7]=2)[CH2:18][CH2:17]1)=[O:15])([CH3:12])([CH3:10])[CH3:11]. (6) The product is [C:1]([O:4][C:5]1[CH:6]=[C:7]2[C:12](=[CH:13][CH:14]=1)[N:11]=[C:10]([C:15]1[CH:20]=[CH:19][CH:18]=[C:17]([NH:21][C:40](=[O:47])[C:41]3[CH:46]=[CH:45][CH:44]=[N:43][CH:42]=3)[CH:16]=1)[N:9]=[C:8]2[NH:22][C:23]1[CH:24]=[C:25]2[C:29](=[CH:30][CH:31]=1)[N:28]([C:32]([O:34][C:35]([CH3:38])([CH3:37])[CH3:36])=[O:33])[N:27]=[CH:26]2)(=[O:3])[CH3:2]. The yield is 0.620. The reactants are [C:1]([O:4][C:5]1[CH:6]=[C:7]2[C:12](=[CH:13][CH:14]=1)[N:11]=[C:10]([C:15]1[CH:20]=[CH:19][CH:18]=[C:17]([NH2:21])[CH:16]=1)[N:9]=[C:8]2[NH:22][C:23]1[CH:24]=[C:25]2[C:29](=[CH:30][CH:31]=1)[N:28]([C:32]([O:34][C:35]([CH3:38])([CH3:37])[CH3:36])=[O:33])[N:27]=[CH:26]2)(=[O:3])[CH3:2].Cl.[C:40](Cl)(=[O:47])[C:41]1[CH:46]=[CH:45][CH:44]=[N:43][CH:42]=1.CCN(C(C)C)C(C)C. The catalyst is C(Cl)Cl. (7) The reactants are [OH:1][C@H:2]1[CH2:7][CH2:6][C@H:5]([N:8]2[C:13](=[O:14])[C:12]([CH:15]([C:17]3[CH:22]=[CH:21][C:20]([C:23]4[C:24]([C:29]#[N:30])=[CH:25][CH:26]=[CH:27][CH:28]=4)=[CH:19][CH:18]=3)[CH3:16])=[C:11]([CH2:31][CH2:32][CH3:33])[N:10]3[N:34]=[CH:35][N:36]=[C:9]23)[CH2:4][CH2:3]1.[N+](=[CH:39][C:40]([O:42][CH2:43][CH3:44])=[O:41])=[N-].O. The catalyst is C1(C)C=CC=CC=1.C([O-])(=O)C.[Rh+]. The product is [C:29]([C:24]1[CH:25]=[CH:26][CH:27]=[CH:28][C:23]=1[C:20]1[CH:21]=[CH:22][C:17]([CH:15]([C:12]2[C:13](=[O:14])[N:8]([C@H:5]3[CH2:6][CH2:7][C@H:2]([O:1][CH2:39][C:40]([O:42][CH2:43][CH3:44])=[O:41])[CH2:3][CH2:4]3)[C:9]3[N:10]([N:34]=[CH:35][N:36]=3)[C:11]=2[CH2:31][CH2:32][CH3:33])[CH3:16])=[CH:18][CH:19]=1)#[N:30]. The yield is 0.480. (8) The reactants are Br[C:2]1[CH:7]=[CH:6][C:5]([CH:8]([CH3:15])[CH2:9][NH:10][S:11]([CH3:14])(=[O:13])=[O:12])=[CH:4][CH:3]=1.[S:16]1[CH:20]=[CH:19][C:18](B(O)O)=[CH:17]1.C(=O)([O-])[O-].[K+].[K+]. The catalyst is C1(C)C=CC=CC=1.C(OCC)(=O)C.C1C=CC([P]([Pd]([P](C2C=CC=CC=2)(C2C=CC=CC=2)C2C=CC=CC=2)([P](C2C=CC=CC=2)(C2C=CC=CC=2)C2C=CC=CC=2)[P](C2C=CC=CC=2)(C2C=CC=CC=2)C2C=CC=CC=2)(C2C=CC=CC=2)C2C=CC=CC=2)=CC=1. The product is [S:16]1[CH:20]=[CH:19][C:18]([C:2]2[CH:7]=[CH:6][C:5]([CH:8]([CH3:15])[CH2:9][NH:10][S:11]([CH3:14])(=[O:13])=[O:12])=[CH:4][CH:3]=2)=[CH:17]1. The yield is 0.270. (9) The yield is 0.290. The product is [C:25]([O:28][CH2:29][C:30]1[C:35]([N:36]2[CH2:48][CH2:47][N:39]3[C:40]4[CH2:41][CH2:42][CH2:43][CH2:44][C:45]=4[CH:46]=[C:38]3[C:37]2=[O:49])=[CH:34][C:33]([F:50])=[CH:32][C:31]=1[C:6]1[CH:5]=[C:4]([NH:17][C:18]2[CH:22]=[C:21]([CH3:23])[NH:20][N:19]=2)[C:3](=[O:24])[N:2]([CH3:1])[CH:7]=1)(=[O:27])[CH3:26]. The catalyst is COCCOC.C1C=CC(P(C2C=CC=CC=2)[C-]2C=CC=C2)=CC=1.C1C=CC(P(C2C=CC=CC=2)[C-]2C=CC=C2)=CC=1.Cl[Pd]Cl.[Fe+2]. The reactants are [CH3:1][N:2]1[CH:7]=[C:6](B2OC(C)(C)C(C)(C)O2)[CH:5]=[C:4]([NH:17][C:18]2[CH:22]=[C:21]([CH3:23])[NH:20][N:19]=2)[C:3]1=[O:24].[C:25]([O:28][CH2:29][C:30]1[C:35]([N:36]2[CH2:48][CH2:47][N:39]3[C:40]4[CH2:41][CH2:42][CH2:43][CH2:44][C:45]=4[CH:46]=[C:38]3[C:37]2=[O:49])=[CH:34][C:33]([F:50])=[CH:32][C:31]=1Br)(=[O:27])[CH3:26].C([O-])([O-])=O.[Na+].[Na+]. (10) The reactants are C(=O)([O-])[O-].Cl.[CH3:6][O:7][C:8]1[CH:9]=[C:10]([CH2:16][O:17][C:18]2[CH:19]=[C:20]([NH2:23])[NH:21][N:22]=2)[CH:11]=[C:12]([O:14][CH3:15])[CH:13]=1. The catalyst is CO.O. The product is [CH3:15][O:14][C:12]1[CH:11]=[C:10]([CH2:16][O:17][C:18]2[CH:19]=[C:20]([NH2:23])[NH:21][N:22]=2)[CH:9]=[C:8]([O:7][CH3:6])[CH:13]=1. The yield is 0.675.